This data is from Full USPTO retrosynthesis dataset with 1.9M reactions from patents (1976-2016). The task is: Predict the reactants needed to synthesize the given product. (1) Given the product [OH:1][C@@H:2]([C@H:4]1[C:24](=[O:25])[N:6]2[C:7]([C:21]([O:23][CH2:37][O:36][C:34]([O:33][CH:27]3[CH2:32][CH2:31][CH2:30][CH2:29][CH2:28]3)=[O:35])=[O:22])=[C:8]([S:11]/[CH:12]=[CH:13]\[C:14]3[S:18][CH:17]=[N:16][C:15]=3[CH2:19][OH:20])[C@H:9]([CH3:10])[C@H:5]12)[CH3:3], predict the reactants needed to synthesize it. The reactants are: [OH:1][C@@H:2]([C@H:4]1[C:24](=[O:25])[N:6]2[C:7]([C:21]([O-:23])=[O:22])=[C:8]([S:11]/[CH:12]=[CH:13]\[C:14]3[S:18][CH:17]=[N:16][C:15]=3[CH2:19][OH:20])[C@H:9]([CH3:10])[C@H:5]12)[CH3:3].[Na+].[CH:27]1([O:33][C:34]([O:36][CH2:37]I)=[O:35])[CH2:32][CH2:31][CH2:30][CH2:29][CH2:28]1. (2) Given the product [CH2:9]([O:8][C:7]([N:6]([CH2:5][C:4]1[CH:3]=[C:2]([C:41]2[CH:42]=[C:43]([C:45]([F:48])([F:47])[F:46])[CH:44]=[CH:33][C:34]=2[O:35][CH2:36][C:37]([OH:39])=[O:38])[CH:24]=[CH:23][CH:22]=1)[CH2:14][C:15]([NH:17][CH2:18][CH2:19][CH2:20][CH3:21])=[O:16])=[O:13])[CH2:10][CH2:11][CH3:12], predict the reactants needed to synthesize it. The reactants are: I[C:2]1[CH:3]=[C:4]([CH:22]=[CH:23][CH:24]=1)[CH2:5][N:6]([CH2:14][C:15]([NH:17][CH2:18][CH2:19][CH2:20][CH3:21])=[O:16])[C:7](=[O:13])[O:8][CH2:9][CH2:10][CH2:11][CH3:12].CC1(C)C(C)(C)OB([C:33]2[CH:44]=[C:43]([C:45]([F:48])([F:47])[F:46])[CH:42]=[CH:41][C:34]=2[O:35][CH2:36][C:37]([O:39]C)=[O:38])O1. (3) Given the product [CH:31]1([C@H:23]([NH:22][C:20]([C:19]2[CH:18]=[CH:17][C:16]([C:37]3[CH:42]=[CH:41][CH:40]=[CH:39][CH:38]=3)=[CH:15][C:14]=2[NH:13][C:11]([NH:10][C:3]2[C:2]([Cl:1])=[CH:7][C:6]([Cl:8])=[CH:5][C:4]=2[Cl:9])=[O:12])=[O:21])[C:24]([O:26][C:27]([CH3:29])([CH3:28])[CH3:30])=[O:25])[CH2:36][CH2:35][CH2:34][CH2:33][CH2:32]1, predict the reactants needed to synthesize it. The reactants are: [Cl:1][C:2]1[CH:7]=[C:6]([Cl:8])[CH:5]=[C:4]([Cl:9])[C:3]=1[N:10]=[C:11]=[O:12].[NH2:13][C:14]1[CH:15]=[C:16]([C:37]2[CH:42]=[CH:41][CH:40]=[CH:39][CH:38]=2)[CH:17]=[CH:18][C:19]=1[C:20]([NH:22][C@@H:23]([CH:31]1[CH2:36][CH2:35][CH2:34][CH2:33][CH2:32]1)[C:24]([O:26][C:27]([CH3:30])([CH3:29])[CH3:28])=[O:25])=[O:21].